This data is from Reaction yield outcomes from USPTO patents with 853,638 reactions. The task is: Predict the reaction yield, written as a fraction of the theoretical maximum amount of product (1.0 means a 100% yield; for example, 0.34 means a 34% yield). (1) The reactants are [CH3:1][O:2][C:3]1[CH:43]=[CH:42][C:6]([CH2:7][N:8]([CH2:33][C:34]2[CH:39]=[CH:38][C:37]([O:40][CH3:41])=[CH:36][CH:35]=2)[C:9]2[N:14]=[C:13]([CH3:15])[N:12]=[C:11]([C:16]3[CH:17]=[C:18]([CH:31]=[O:32])[CH:19]=[N:20][C:21]=3[NH:22][C:23]3[CH:24]=[N:25][C:26]([O:29][CH3:30])=[CH:27][CH:28]=3)[N:10]=2)=[CH:5][CH:4]=1.[C-]#N.[Na+].[NH:47]1[CH2:52][CH2:51][O:50][CH2:49][CH2:48]1. The catalyst is C1COCC1.[O-2].[Mn+4].[O-2]. The product is [CH3:41][O:40][C:37]1[CH:36]=[CH:35][C:34]([CH2:33][N:8]([CH2:7][C:6]2[CH:5]=[CH:4][C:3]([O:2][CH3:1])=[CH:43][CH:42]=2)[C:9]2[N:10]=[C:11]([C:16]3[C:21]([NH:22][C:23]4[CH:24]=[N:25][C:26]([O:29][CH3:30])=[CH:27][CH:28]=4)=[N:20][CH:19]=[C:18]([C:31]([N:47]4[CH2:52][CH2:51][O:50][CH2:49][CH2:48]4)=[O:32])[CH:17]=3)[N:12]=[C:13]([CH3:15])[N:14]=2)=[CH:39][CH:38]=1. The yield is 0.880. (2) The reactants are [CH3:1][C:2]1[CH:30]=[CH:29][C:5]([CH2:6][N:7]2[CH:11]=[C:10]([CH2:12][CH2:13][O:14]S(C3C=CC(C)=CC=3)(=O)=O)[N:9]([CH2:25][CH2:26][CH3:27])[C:8]2=[O:28])=[CH:4][CH:3]=1.[CH2:31]([O:33][C:34](=[O:46])[C:35]([O:38][C:39]1[CH:44]=[CH:43][C:42](O)=[CH:41][CH:40]=1)([CH3:37])[CH3:36])[CH3:32].N#N. The yield is 0.190. The product is [CH2:31]([O:33][C:34](=[O:46])[C:35]([CH3:37])([O:38][C:39]1[CH:44]=[CH:43][C:42]([O:14][CH2:13][CH2:12][C:10]2[N:9]([CH2:25][CH2:26][CH3:27])[C:8](=[O:28])[N:7]([CH2:6][C:5]3[CH:4]=[CH:3][C:2]([CH3:1])=[CH:30][CH:29]=3)[CH:11]=2)=[CH:41][CH:40]=1)[CH3:36])[CH3:32]. The catalyst is CN(C=O)C.